Regression. Given a peptide amino acid sequence and an MHC pseudo amino acid sequence, predict their binding affinity value. This is MHC class II binding data. From a dataset of Peptide-MHC class II binding affinity with 134,281 pairs from IEDB. (1) The peptide sequence is KLVLNIKYTRPGDSL. The MHC is DRB3_0101 with pseudo-sequence DRB3_0101. The binding affinity (normalized) is 0.230. (2) The peptide sequence is MANSRAFALVLLFCA. The MHC is DRB1_1101 with pseudo-sequence DRB1_1101. The binding affinity (normalized) is 0.170. (3) The peptide sequence is DIYKGVYQFKSVEFD. The MHC is H-2-IAb with pseudo-sequence H-2-IAb. The binding affinity (normalized) is 0.552. (4) The peptide sequence is KGSPEFDWILGWTIK. The MHC is H-2-IAb with pseudo-sequence H-2-IAb. The binding affinity (normalized) is 0.0500. (5) The peptide sequence is EKPMNVQSLGWNIIT. The MHC is HLA-DQA10102-DQB10501 with pseudo-sequence HLA-DQA10102-DQB10501. The binding affinity (normalized) is 0.617. (6) The peptide sequence is KGNFQRLAITKGKVD. The MHC is HLA-DPA10201-DPB11401 with pseudo-sequence HLA-DPA10201-DPB11401. The binding affinity (normalized) is 0.221.